Predict the reaction yield, written as a fraction of the theoretical maximum amount of product (1.0 means a 100% yield; for example, 0.34 means a 34% yield). From a dataset of Reaction yield outcomes from USPTO patents with 853,638 reactions. The reactants are [S:1]1[C:5]2=[CH:6][N:7]=[CH:8][CH:9]=[C:4]2[CH:3]=[CH:2]1.C([Li])CCC.[CH2:15]([Sn:19]([CH2:25][CH2:26][CH2:27][CH3:28])([CH2:21][CH2:22][CH2:23][CH3:24])Cl)[CH2:16][CH2:17][CH3:18].C(=O)(O)[O-].[Na+]. The catalyst is C1COCC1. The product is [CH2:25]([Sn:19]([CH2:15][CH2:16][CH2:17][CH3:18])([CH2:21][CH2:22][CH2:23][CH3:24])[C:2]1[S:1][C:5]2=[CH:6][N:7]=[CH:8][CH:9]=[C:4]2[CH:3]=1)[CH2:26][CH2:27][CH3:28]. The yield is 0.670.